Dataset: Forward reaction prediction with 1.9M reactions from USPTO patents (1976-2016). Task: Predict the product of the given reaction. (1) The product is: [Cl:1][C:2]1[C:7]2[N:8]=[CH:9][N:10]([CH3:11])[C:6]=2[C:5]([C:12]([OH:14])=[O:13])=[CH:4][N:3]=1. Given the reactants [Cl:1][C:2]1[C:7]2[N:8]=[CH:9][N:10]([CH3:11])[C:6]=2[C:5]([C:12]([O:14]CC)=[O:13])=[CH:4][N:3]=1.[OH-].[Na+].Cl, predict the reaction product. (2) Given the reactants F[C:2]1[CH:9]=[CH:8][C:7]([C:10]([F:13])([F:12])[F:11])=[CH:6][C:3]=1[CH:4]=O.[H-].[Na+].[SH:16][CH2:17][C:18]([O:20][CH3:21])=[O:19], predict the reaction product. The product is: [F:11][C:10]([F:13])([F:12])[C:7]1[CH:8]=[CH:9][C:2]2[S:16][C:17]([C:18]([O:20][CH3:21])=[O:19])=[CH:4][C:3]=2[CH:6]=1. (3) Given the reactants [CH:1]([C:3]1[CH:4]=[C:5]([CH:17]=[CH:18][C:19]=1[N+:20]([O-])=O)[O:6][C:7]1[CH:8]=[CH:9][C:10]([S:13]([CH3:16])(=[O:15])=[O:14])=[N:11][CH:12]=1)=[CH2:2].O1CCCC1.CO.C(OCC)(=O)C, predict the reaction product. The product is: [CH2:1]([C:3]1[CH:4]=[C:5]([O:6][C:7]2[CH:12]=[N:11][C:10]([S:13]([CH3:16])(=[O:15])=[O:14])=[CH:9][CH:8]=2)[CH:17]=[CH:18][C:19]=1[NH2:20])[CH3:2]. (4) Given the reactants [CH2:1]1[O:3][C@H:2]1[CH2:4][OH:5].[CH2:6]([O:13][C:14](=[O:27])[NH:15][CH2:16][CH2:17][CH2:18][CH2:19][C:20]1[CH:25]=[CH:24][C:23]([NH2:26])=[CH:22][CH:21]=1)[C:7]1[CH:12]=[CH:11][CH:10]=[CH:9][CH:8]=1, predict the reaction product. The product is: [CH2:6]([O:13][C:14](=[O:27])[NH:15][CH2:16][CH2:17][CH2:18][CH2:19][C:20]1[CH:25]=[CH:24][C:23]([NH:26][CH2:1][C@@H:2]([OH:3])[CH2:4][OH:5])=[CH:22][CH:21]=1)[C:7]1[CH:12]=[CH:11][CH:10]=[CH:9][CH:8]=1. (5) The product is: [Cl:1][C:2]1[CH:24]=[C:23]([CH2:25][N:26]2[CH2:31][CH2:30][N:29]([S:32]([CH3:35])(=[O:34])=[O:33])[CH2:28][CH2:27]2)[CH:22]=[CH:21][C:3]=1[O:4][CH:5]1[CH2:10][CH2:9][N:8]([C:11]2[N:16]=[CH:15][C:14]([C:17]([OH:19])=[O:18])=[CH:13][N:12]=2)[CH2:7][CH2:6]1. Given the reactants [Cl:1][C:2]1[CH:24]=[C:23]([CH2:25][N:26]2[CH2:31][CH2:30][N:29]([S:32]([CH3:35])(=[O:34])=[O:33])[CH2:28][CH2:27]2)[CH:22]=[CH:21][C:3]=1[O:4][CH:5]1[CH2:10][CH2:9][N:8]([C:11]2[N:16]=[CH:15][C:14]([C:17]([O:19]C)=[O:18])=[CH:13][N:12]=2)[CH2:7][CH2:6]1.[Li+].[OH-], predict the reaction product.